From a dataset of NCI-60 drug combinations with 297,098 pairs across 59 cell lines. Regression. Given two drug SMILES strings and cell line genomic features, predict the synergy score measuring deviation from expected non-interaction effect. (1) Drug 1: C1=NC2=C(N=C(N=C2N1C3C(C(C(O3)CO)O)F)Cl)N. Drug 2: CC(C)NC(=O)C1=CC=C(C=C1)CNNC.Cl. Cell line: SK-MEL-5. Synergy scores: CSS=20.7, Synergy_ZIP=-5.50, Synergy_Bliss=-0.186, Synergy_Loewe=-29.6, Synergy_HSA=0.710. (2) Drug 1: C1CN(P(=O)(OC1)NCCCl)CCCl. Drug 2: B(C(CC(C)C)NC(=O)C(CC1=CC=CC=C1)NC(=O)C2=NC=CN=C2)(O)O. Cell line: EKVX. Synergy scores: CSS=38.9, Synergy_ZIP=1.09, Synergy_Bliss=-0.0950, Synergy_Loewe=-49.5, Synergy_HSA=-2.19. (3) Drug 1: C1CCC(C1)C(CC#N)N2C=C(C=N2)C3=C4C=CNC4=NC=N3. Drug 2: C1=CC(=C2C(=C1NCCNCCO)C(=O)C3=C(C=CC(=C3C2=O)O)O)NCCNCCO. Cell line: SF-539. Synergy scores: CSS=45.4, Synergy_ZIP=4.44, Synergy_Bliss=3.81, Synergy_Loewe=-6.52, Synergy_HSA=5.71. (4) Drug 2: CC1=C2C(C(=O)C3(C(CC4C(C3C(C(C2(C)C)(CC1OC(=O)C(C(C5=CC=CC=C5)NC(=O)OC(C)(C)C)O)O)OC(=O)C6=CC=CC=C6)(CO4)OC(=O)C)OC)C)OC. Synergy scores: CSS=14.9, Synergy_ZIP=7.18, Synergy_Bliss=12.0, Synergy_Loewe=7.59, Synergy_HSA=11.1. Cell line: NCI/ADR-RES. Drug 1: CNC(=O)C1=CC=CC=C1SC2=CC3=C(C=C2)C(=NN3)C=CC4=CC=CC=N4.